Predict the reactants needed to synthesize the given product. From a dataset of Full USPTO retrosynthesis dataset with 1.9M reactions from patents (1976-2016). (1) The reactants are: [CH3:1][O:2][CH2:3]Cl.[N+:5]([C:8]1[CH:9]=[C:10]([OH:18])[CH:11]=[C:12]([C:14]([F:17])([F:16])[F:15])[CH:13]=1)([O-])=O.C(N(C(C)C)CC)(C)C. Given the product [CH3:1][O:2][CH2:3][O:18][C:10]1[CH:9]=[C:8]([NH2:5])[CH:13]=[C:12]([C:14]([F:15])([F:16])[F:17])[CH:11]=1, predict the reactants needed to synthesize it. (2) Given the product [Cl:54][C:11]1[CH:12]=[CH:13][N:8]=[C:9]2[O:17][C:16]([C:18]3[CH:19]=[C:34]([C:33]([N:43]4[CH2:44][CH2:45][N:40]([CH3:39])[CH2:41][CH2:42]4)=[O:37])[CH:24]=[CH:25][CH:26]=3)=[C:15]([C:27]3[CH:32]=[CH:31][CH:30]=[CH:29][CH:28]=3)[C:10]=12, predict the reactants needed to synthesize it. The reactants are: C([N:8]1[CH:13]=[CH:12][C:11](=O)[C:10]2[C:15]([C:27]3[CH:32]=[CH:31][CH:30]=[CH:29][CH:28]=3)=[C:16]([C:18]3[CH:19]=C([CH:24]=[CH:25][CH:26]=3)C(O)=O)[O:17][C:9]1=2)C1C=CC=CC=1.[C:33](Cl)(=[O:37])[C:34](Cl)=O.[CH3:39][N:40]1[CH2:45][CH2:44][NH:43][CH2:42][CH2:41]1.CCN(CC)CC.C(Cl)(Cl)[Cl:54].